From a dataset of Forward reaction prediction with 1.9M reactions from USPTO patents (1976-2016). Predict the product of the given reaction. (1) Given the reactants Br[C:2]1[CH:3]=[N:4][N:5]2[CH:10]=[CH:9][C:8]([N:11]3[C@H:15]4[C:16]5[CH:17]=[CH:18][CH:19]=[CH:20][C:21]=5[CH2:22][C@H:14]4[O:13][C:12]3=[O:23])=[N:7][C:6]=12.[F:24][C:25]1[CH:30]=[C:29](B2OC(C)(C)C(C)(C)O2)[CH:28]=[CH:27][C:26]=1[C:40]1[N:44]=[CH:43][N:42]([CH2:45][O:46][CH2:47][CH2:48][Si:49]([CH3:52])([CH3:51])[CH3:50])[N:41]=1.CC1(C)C2C=CC=C(P(C3C=CC=CC=3)C3C=CC=CC=3)C=2OC2C1=CC=CC=2P(C1C=CC=CC=1)C1C=CC=CC=1.C([O-])([O-])=O.[Na+].[Na+], predict the reaction product. The product is: [F:24][C:25]1[CH:30]=[C:29]([C:2]2[CH:3]=[N:4][N:5]3[CH:10]=[CH:9][C:8]([N:11]4[C@H:15]5[C:16]6[CH:17]=[CH:18][CH:19]=[CH:20][C:21]=6[CH2:22][C@H:14]5[O:13][C:12]4=[O:23])=[N:7][C:6]=23)[CH:28]=[CH:27][C:26]=1[C:40]1[N:44]=[CH:43][N:42]([CH2:45][O:46][CH2:47][CH2:48][Si:49]([CH3:52])([CH3:51])[CH3:50])[N:41]=1. (2) Given the reactants [NH2:1][C:2]1[N:7]=[C:6]([C:8]2[CH:13]=[CH:12][C:11]([O:14][CH3:15])=[C:10]([F:16])[CH:9]=2)[C:5]([C:17]2[CH:18]=[CH:19][C:20](=[O:23])[NH:21][N:22]=2)=[CH:4][N:3]=1.[CH3:24]I, predict the reaction product. The product is: [NH2:1][C:2]1[N:7]=[C:6]([C:8]2[CH:13]=[CH:12][C:11]([O:14][CH3:15])=[C:10]([F:16])[CH:9]=2)[C:5]([C:17]2[CH:18]=[CH:19][C:20](=[O:23])[N:21]([CH3:24])[N:22]=2)=[CH:4][N:3]=1. (3) The product is: [CH2:1]([O:8][C:9]1[CH:14]=[C:13]([O:15][CH2:16][C:17]2[CH:18]=[CH:19][CH:20]=[CH:21][CH:22]=2)[C:12]([CH:23]([CH3:25])[CH3:24])=[CH:11][C:10]=1[C:26]1[O:30][N:29]=[C:28]([C:31]([NH:32][CH2:33][CH3:34])=[O:35])[C:27]=1[C:36]1[O:40][N:39]=[C:38]([C:41]([N:46]2[CH2:51][CH2:50][O:49][CH2:48][CH2:47]2)=[O:42])[CH:37]=1)[C:2]1[CH:7]=[CH:6][CH:5]=[CH:4][CH:3]=1. Given the reactants [CH2:1]([O:8][C:9]1[CH:14]=[C:13]([O:15][CH2:16][C:17]2[CH:22]=[CH:21][CH:20]=[CH:19][CH:18]=2)[C:12]([CH:23]([CH3:25])[CH3:24])=[CH:11][C:10]=1[C:26]1[O:30][N:29]=[C:28]([C:31](=[O:35])[NH:32][CH2:33][CH3:34])[C:27]=1[C:36]1[O:40][N:39]=[C:38]([C:41](OCC)=[O:42])[CH:37]=1)[C:2]1[CH:7]=[CH:6][CH:5]=[CH:4][CH:3]=1.[NH:46]1[CH2:51][CH2:50][O:49][CH2:48][CH2:47]1, predict the reaction product.